Predict which catalyst facilitates the given reaction. From a dataset of Catalyst prediction with 721,799 reactions and 888 catalyst types from USPTO. (1) Reactant: [OH:1][C@@H:2]1[C@@H:7]([C:8]2[CH:13]=[CH:12][C:11]([CH:14]=[CH2:15])=[CH:10][CH:9]=2)[C@H:6]([O:16][Si:17]([CH:24]([CH3:26])[CH3:25])([CH:21]([CH3:23])[CH3:22])[CH:18]([CH3:20])[CH3:19])[CH2:5][N:4](C(OCC2C=CC=CC=2)=O)[CH2:3]1. Product: [CH2:14]([C:11]1[CH:10]=[CH:9][C:8]([C@H:7]2[C@H:6]([O:16][Si:17]([CH:18]([CH3:20])[CH3:19])([CH:24]([CH3:26])[CH3:25])[CH:21]([CH3:23])[CH3:22])[CH2:5][NH:4][CH2:3][C@@H:2]2[OH:1])=[CH:13][CH:12]=1)[CH3:15]. The catalyst class is: 5. (2) Reactant: [CH:1]1([CH:7]([OH:9])[CH3:8])[CH2:6][CH2:5][CH2:4][CH2:3][CH2:2]1.C(N(CC)CC)C.[CH3:17][S:18](Cl)(=[O:20])=[O:19]. Product: [CH3:17][S:18]([O:9][CH:7]([CH:1]1[CH2:6][CH2:5][CH2:4][CH2:3][CH2:2]1)[CH3:8])(=[O:20])=[O:19]. The catalyst class is: 4. (3) Reactant: [NH2:1][CH:2]1[CH2:5][N:4]([CH2:6][C:7]2[CH:8]=[C:9]([C:22]3[N:27]=[C:26]([CH3:28])[N:25]=[C:24]([NH2:29])[N:23]=3)[C:10]([NH:13][C:14]3[CH:15]=[N:16][C:17]([O:20][CH3:21])=[CH:18][CH:19]=3)=[N:11][CH:12]=2)[CH2:3]1.C(N(CC)CC)C.[CH3:37][S:38](Cl)(=[O:40])=[O:39]. Product: [NH2:29][C:24]1[N:25]=[C:26]([CH3:28])[N:27]=[C:22]([C:9]2[CH:8]=[C:7]([CH2:6][N:4]3[CH2:5][CH:2]([NH:1][S:38]([CH3:37])(=[O:40])=[O:39])[CH2:3]3)[CH:12]=[N:11][C:10]=2[NH:13][C:14]2[CH:15]=[N:16][C:17]([O:20][CH3:21])=[CH:18][CH:19]=2)[N:23]=1. The catalyst class is: 2. (4) Reactant: Cl[C:2]1[C:7]2[N:8]=[C:9]([N:18]3[CH:22]=[CH:21][N:20]=[CH:19]3)[N:10]=[C:11]([N:12]3[CH2:17][CH2:16][O:15][CH2:14][CH2:13]3)[C:6]=2[N:5]=[C:4]([C:23]([O:25][CH3:26])=[O:24])[CH:3]=1.[CH3:27][N:28]1[CH2:33][CH2:32][NH:31][CH2:30][CH2:29]1. Product: [N:18]1([C:9]2[N:10]=[C:11]([N:12]3[CH2:17][CH2:16][O:15][CH2:14][CH2:13]3)[C:6]3[N:5]=[C:4]([C:23]([O:25][CH3:26])=[O:24])[CH:3]=[C:2]([N:31]4[CH2:32][CH2:33][N:28]([CH3:27])[CH2:29][CH2:30]4)[C:7]=3[N:8]=2)[CH:22]=[CH:21][N:20]=[CH:19]1. The catalyst class is: 12. (5) Product: [N:2]1[CH:7]=[CH:6][C:5]([N:8]2[CH2:13][CH2:12][CH:11]([NH:21][CH2:20][C:19]([O:18][CH2:16][CH3:17])=[O:22])[CH2:10][CH2:9]2)=[CH:4][CH:3]=1. Reactant: [Na].[N:2]1[CH:7]=[CH:6][C:5]([N:8]2[CH2:13][CH2:12][C:11](=O)[CH2:10][CH2:9]2)=[CH:4][CH:3]=1.Cl.[CH2:16]([O:18][C:19](=[O:22])[CH2:20][NH2:21])[CH3:17]. The catalyst class is: 8. (6) Reactant: C([O:3][C:4]([C:6]1[N:7]=[C:8]([C:11]2[CH:16]=[CH:15][CH:14]=[C:13]([C:17]3[CH2:18][C:19](=[O:33])[NH:20][C:21]4[CH:27]=[C:26]([N:28]5[CH:32]=[CH:31][CH:30]=[CH:29]5)[CH:25]=[CH:24][C:22]=4[N:23]=3)[CH:12]=2)[S:9][CH:10]=1)=O)C.COCCO[AlH2-]OCCOC.[Na+].C1(C)C=CC=CC=1. Product: [OH:3][CH2:4][C:6]1[N:7]=[C:8]([C:11]2[CH:12]=[C:13]([C:17]3[CH2:18][C:19](=[O:33])[NH:20][C:21]4[CH:27]=[C:26]([N:28]5[CH:29]=[CH:30][CH:31]=[CH:32]5)[CH:25]=[CH:24][C:22]=4[N:23]=3)[CH:14]=[CH:15][CH:16]=2)[S:9][CH:10]=1. The catalyst class is: 1. (7) Reactant: [Br:1][C:2]1[CH:7]=[CH:6][C:5]([O:8][C@@H:9]2[CH2:14][CH2:13][CH2:12][CH2:11][C@@H:10]2[N:15]=[N+]=[N-])=[CH:4][CH:3]=1.O.C1(P(C2C=CC=CC=2)C2C=CC=CC=2)C=CC=CC=1. Product: [Br:1][C:2]1[CH:7]=[CH:6][C:5]([O:8][C@@H:9]2[CH2:14][CH2:13][CH2:12][CH2:11][C@@H:10]2[NH2:15])=[CH:4][CH:3]=1. The catalyst class is: 7.